This data is from Forward reaction prediction with 1.9M reactions from USPTO patents (1976-2016). The task is: Predict the product of the given reaction. (1) Given the reactants [Cl:1][C:2]1[CH:7]=[CH:6][C:5]([N:8]2[CH:12]=[CH:11][CH:10]=[C:9]2[CH:13]=[CH:14][C:15]([OH:17])=[O:16])=[C:4]([CH:18]([C:20]2[CH:25]=[CH:24][CH:23]=[C:22]([O:26][CH3:27])[CH:21]=2)[OH:19])[CH:3]=1.ON1C2C=CC=CC=2N=N1.[NH:38]1[CH2:43][CH2:42][CH:41]([CH2:44][C:45]([O:47][CH2:48][CH3:49])=[O:46])[CH2:40][CH2:39]1.Cl.C(N=C=NCCCN(C)C)C, predict the reaction product. The product is: [Cl:1][C:2]1[CH:7]=[CH:6][C:5]([N:8]2[CH:12]=[CH:11][CH:10]=[C:9]2[CH:13]=[CH:14][C:15]([O:17][N:38]2[CH2:43][CH2:42][CH:41]([CH2:44][C:45]([O:47][CH2:48][CH3:49])=[O:46])[CH2:40][CH2:39]2)=[O:16])=[C:4]([CH:18]([C:20]2[CH:25]=[CH:24][CH:23]=[C:22]([O:26][CH3:27])[CH:21]=2)[OH:19])[CH:3]=1. (2) Given the reactants Cl[C:2]1[CH:7]=[C:6]([CH3:8])[CH:5]=[CH:4][N:3]=1.[CH3:9][S:10]([C:13]1[CH:18]=[CH:17][C:16](B(O)O)=[CH:15][CH:14]=1)(=[O:12])=[O:11].P([O-])([O-])([O-])=O.[K+].[K+].[K+], predict the reaction product. The product is: [CH3:9][S:10]([C:13]1[CH:18]=[CH:17][C:16]([C:2]2[CH:7]=[C:6]([CH3:8])[CH:5]=[CH:4][N:3]=2)=[CH:15][CH:14]=1)(=[O:12])=[O:11]. (3) Given the reactants [CH3:1][O:2][C:3](=[O:9])[CH:4]=[C:5]1[CH2:8][O:7][CH2:6]1.[NH3:10], predict the reaction product. The product is: [CH3:1][O:2][C:3](=[O:9])[CH2:4][C:5]1([NH2:10])[CH2:8][O:7][CH2:6]1. (4) Given the reactants B(Br)(Br)Br.C[O:6][C:7]1[CH:12]=[C:11]([C:13]([Cl:17])=[C:14]([Cl:16])[Cl:15])[CH:10]=[C:9]([C:18]([Cl:22])=[C:19]([Cl:21])[Cl:20])[CH:8]=1, predict the reaction product. The product is: [Cl:17][C:13]([C:11]1[CH:12]=[C:7]([OH:6])[CH:8]=[C:9]([C:18]([Cl:22])=[C:19]([Cl:20])[Cl:21])[CH:10]=1)=[C:14]([Cl:16])[Cl:15]. (5) Given the reactants [CH2:1]([O:3][C:4](=[O:9])[CH2:5][C:6]([CH3:8])=[O:7])[CH3:2].Br[CH2:11][C:12]([C:14]1[CH:19]=[CH:18][CH:17]=[C:16]([O:20][CH3:21])[CH:15]=1)=[O:13].ClCC(=O)C, predict the reaction product. The product is: [CH2:1]([O:3][C:4](=[O:9])[CH:5]([CH2:11][C:12]([C:14]1[CH:19]=[CH:18][CH:17]=[C:16]([O:20][CH3:21])[CH:15]=1)=[O:13])[C:6](=[O:7])[CH3:8])[CH3:2]. (6) Given the reactants [C:1]([O:5][C:6](=[O:14])[NH:7][CH:8]1[CH2:13][CH2:12][NH:11][CH2:10][CH2:9]1)([CH3:4])([CH3:3])[CH3:2].CO.C(O[C:20]1(O[Si](C)(C)C)[CH2:22][CH2:21]1)C.[BH3-]C#N.[Na+], predict the reaction product. The product is: [C:1]([O:5][C:6](=[O:14])[NH:7][CH:8]1[CH2:13][CH2:12][N:11]([CH:20]2[CH2:22][CH2:21]2)[CH2:10][CH2:9]1)([CH3:4])([CH3:2])[CH3:3].